From a dataset of Reaction yield outcomes from USPTO patents with 853,638 reactions. Predict the reaction yield, written as a fraction of the theoretical maximum amount of product (1.0 means a 100% yield; for example, 0.34 means a 34% yield). (1) The reactants are Cl[C:2]1[N:7]=[C:6]2[CH:8]=[N:9][CH:10]=[CH:11][C:5]2=[N:4][C:3]=1[N:12]1[CH2:17][CH2:16][CH:15]([O:18][C:19]2[CH:24]=[CH:23][C:22]([F:25])=[CH:21][C:20]=2[F:26])[CH2:14][CH2:13]1.Cl.[F:28][C:29]1([F:34])[CH2:32][CH:31]([NH2:33])[CH2:30]1.[F-].[K+].CCN(C(C)C)C(C)C. The catalyst is CS(C)=O.O. The product is [F:28][C:29]1([F:34])[CH2:32][CH:31]([NH:33][C:2]2[N:7]=[C:6]3[CH:8]=[N:9][CH:10]=[CH:11][C:5]3=[N:4][C:3]=2[N:12]2[CH2:17][CH2:16][CH:15]([O:18][C:19]3[CH:24]=[CH:23][C:22]([F:25])=[CH:21][C:20]=3[F:26])[CH2:14][CH2:13]2)[CH2:30]1. The yield is 0.950. (2) The reactants are [F:1][C:2]1[CH:10]=[C:9]2[C:5]([C:6]([C:12]3[N:13]=[C:14]4[C:20]([C:21]([O:23]C)=[O:22])=[CH:19][N:18]([CH2:25][O:26][C:27](=[O:32])[C:28]([CH3:31])([CH3:30])[CH3:29])[C:15]4=[N:16][CH:17]=3)=[N:7][N:8]2[CH3:11])=[CH:4][CH:3]=1.[OH-].[K+].O.Cl. The catalyst is O1CCOCC1. The product is [F:1][C:2]1[CH:10]=[C:9]2[C:5]([C:6]([C:12]3[N:13]=[C:14]4[C:20]([C:21]([OH:23])=[O:22])=[CH:19][N:18]([CH2:25][O:26][C:27](=[O:32])[C:28]([CH3:30])([CH3:29])[CH3:31])[C:15]4=[N:16][CH:17]=3)=[N:7][N:8]2[CH3:11])=[CH:4][CH:3]=1. The yield is 0.948. (3) The reactants are Cl[C:2]1[C:7]([CH:8]([CH2:13][CH2:14][CH3:15])[C:9]([O:11][CH3:12])=[O:10])=[C:6]([CH3:16])[N:5]=[C:4]([C:17]2[CH:22]=[CH:21][CH:20]=[CH:19][CH:18]=2)[N:3]=1.C(N(CC)C(C)C)(C)C.[F:32][C:33]1[CH:38]=[C:37]([CH3:39])[CH:36]=[CH:35][C:34]=1B(O)O. The catalyst is COCCOC.O.C1C=CC([P]([Pd]([P](C2C=CC=CC=2)(C2C=CC=CC=2)C2C=CC=CC=2)([P](C2C=CC=CC=2)(C2C=CC=CC=2)C2C=CC=CC=2)[P](C2C=CC=CC=2)(C2C=CC=CC=2)C2C=CC=CC=2)(C2C=CC=CC=2)C2C=CC=CC=2)=CC=1. The product is [F:32][C:33]1[CH:38]=[C:37]([CH3:39])[CH:36]=[CH:35][C:34]=1[C:2]1[C:7]([CH:8]([CH2:13][CH2:14][CH3:15])[C:9]([O:11][CH3:12])=[O:10])=[C:6]([CH3:16])[N:5]=[C:4]([C:17]2[CH:22]=[CH:21][CH:20]=[CH:19][CH:18]=2)[N:3]=1. The yield is 0.670.